Task: Regression. Given a peptide amino acid sequence and an MHC pseudo amino acid sequence, predict their binding affinity value. This is MHC class I binding data.. Dataset: Peptide-MHC class I binding affinity with 185,985 pairs from IEDB/IMGT (1) The peptide sequence is TINNLKMML. The MHC is HLA-A02:01 with pseudo-sequence HLA-A02:01. The binding affinity (normalized) is 0.514. (2) The peptide sequence is RTAKVRAFH. The MHC is HLA-A03:01 with pseudo-sequence HLA-A03:01. The binding affinity (normalized) is 0.493. (3) The peptide sequence is RPGRFGSSA. The MHC is HLA-B07:02 with pseudo-sequence HLA-B07:02. The binding affinity (normalized) is 0.568. (4) The peptide sequence is NAIVNWDPV. The MHC is H-2-Db with pseudo-sequence H-2-Db. The binding affinity (normalized) is 0.993. (5) The peptide sequence is DTQMRTPLHK. The MHC is HLA-A33:01 with pseudo-sequence HLA-A33:01. The binding affinity (normalized) is 0.128. (6) The peptide sequence is IPAFYTPTA. The MHC is HLA-B51:01 with pseudo-sequence HLA-B51:01. The binding affinity (normalized) is 0.0847.